From a dataset of NCI-60 drug combinations with 297,098 pairs across 59 cell lines. Regression. Given two drug SMILES strings and cell line genomic features, predict the synergy score measuring deviation from expected non-interaction effect. (1) Drug 1: CN(CC1=CN=C2C(=N1)C(=NC(=N2)N)N)C3=CC=C(C=C3)C(=O)NC(CCC(=O)O)C(=O)O. Drug 2: C(CN)CNCCSP(=O)(O)O. Cell line: SF-295. Synergy scores: CSS=19.7, Synergy_ZIP=-7.59, Synergy_Bliss=-7.34, Synergy_Loewe=-29.9, Synergy_HSA=-11.1. (2) Drug 1: C1=NC(=NC(=O)N1C2C(C(C(O2)CO)O)O)N. Drug 2: CC(C)NC(=O)C1=CC=C(C=C1)CNNC.Cl. Cell line: OVCAR-8. Synergy scores: CSS=26.0, Synergy_ZIP=-7.84, Synergy_Bliss=-0.829, Synergy_Loewe=-12.1, Synergy_HSA=-0.277. (3) Drug 1: C1=CC(=C2C(=C1NCCNCCO)C(=O)C3=C(C=CC(=C3C2=O)O)O)NCCNCCO. Drug 2: CCC1=C2CN3C(=CC4=C(C3=O)COC(=O)C4(CC)O)C2=NC5=C1C=C(C=C5)O. Cell line: HOP-92. Synergy scores: CSS=53.0, Synergy_ZIP=-7.61, Synergy_Bliss=-6.71, Synergy_Loewe=-2.26, Synergy_HSA=0.0102. (4) Drug 1: CC(C)CN1C=NC2=C1C3=CC=CC=C3N=C2N. Drug 2: COCCOC1=C(C=C2C(=C1)C(=NC=N2)NC3=CC=CC(=C3)C#C)OCCOC.Cl. Cell line: SR. Synergy scores: CSS=2.68, Synergy_ZIP=3.45, Synergy_Bliss=5.54, Synergy_Loewe=-0.376, Synergy_HSA=2.12. (5) Drug 1: C1CCC(C1)C(CC#N)N2C=C(C=N2)C3=C4C=CNC4=NC=N3. Drug 2: COCCOC1=C(C=C2C(=C1)C(=NC=N2)NC3=CC=CC(=C3)C#C)OCCOC.Cl. Cell line: EKVX. Synergy scores: CSS=11.7, Synergy_ZIP=-2.53, Synergy_Bliss=0.122, Synergy_Loewe=-0.826, Synergy_HSA=1.91. (6) Drug 1: CS(=O)(=O)OCCCCOS(=O)(=O)C. Drug 2: CC(C)NC(=O)C1=CC=C(C=C1)CNNC.Cl. Cell line: SK-OV-3. Synergy scores: CSS=1.25, Synergy_ZIP=2.62, Synergy_Bliss=4.76, Synergy_Loewe=1.74, Synergy_HSA=0.842. (7) Drug 1: COC1=NC(=NC2=C1N=CN2C3C(C(C(O3)CO)O)O)N. Drug 2: CCCCC(=O)OCC(=O)C1(CC(C2=C(C1)C(=C3C(=C2O)C(=O)C4=C(C3=O)C=CC=C4OC)O)OC5CC(C(C(O5)C)O)NC(=O)C(F)(F)F)O. Cell line: RXF 393. Synergy scores: CSS=38.5, Synergy_ZIP=2.39, Synergy_Bliss=3.75, Synergy_Loewe=-12.6, Synergy_HSA=5.04. (8) Cell line: NCI-H322M. Drug 1: C1C(C(OC1N2C=NC3=C(N=C(N=C32)Cl)N)CO)O. Drug 2: CC1C(C(CC(O1)OC2CC(OC(C2O)C)OC3=CC4=CC5=C(C(=O)C(C(C5)C(C(=O)C(C(C)O)O)OC)OC6CC(C(C(O6)C)O)OC7CC(C(C(O7)C)O)OC8CC(C(C(O8)C)O)(C)O)C(=C4C(=C3C)O)O)O)O. Synergy scores: CSS=39.8, Synergy_ZIP=-0.0598, Synergy_Bliss=-1.45, Synergy_Loewe=-18.3, Synergy_HSA=-1.79. (9) Drug 1: CC1=C2C(C(=O)C3(C(CC4C(C3C(C(C2(C)C)(CC1OC(=O)C(C(C5=CC=CC=C5)NC(=O)C6=CC=CC=C6)O)O)OC(=O)C7=CC=CC=C7)(CO4)OC(=O)C)O)C)OC(=O)C. Drug 2: N.N.Cl[Pt+2]Cl. Cell line: HCT-15. Synergy scores: CSS=35.8, Synergy_ZIP=-3.71, Synergy_Bliss=-1.70, Synergy_Loewe=0.942, Synergy_HSA=1.22.